This data is from Reaction yield outcomes from USPTO patents with 853,638 reactions. The task is: Predict the reaction yield, written as a fraction of the theoretical maximum amount of product (1.0 means a 100% yield; for example, 0.34 means a 34% yield). The reactants are [F:1][C:2]([F:26])([F:25])[C:3]1[CH:20]=[C:19]([C:21]([F:24])([F:23])[F:22])[CH:18]=[CH:17][C:4]=1[CH2:5][O:6][C:7]1[CH:14]=[CH:13][C:10]([CH:11]=O)=[C:9]([O:15][CH3:16])[CH:8]=1.[S:27]1[CH2:31][C:30](=[O:32])[NH:29][C:28]1=[O:33].N1CCCCC1. The catalyst is C(O)C. The product is [F:1][C:2]([F:25])([F:26])[C:3]1[CH:20]=[C:19]([C:21]([F:24])([F:23])[F:22])[CH:18]=[CH:17][C:4]=1[CH2:5][O:6][C:7]1[CH:14]=[CH:13][C:10](/[CH:11]=[C:31]2/[C:30](=[O:32])[NH:29][C:28](=[O:33])[S:27]/2)=[C:9]([O:15][CH3:16])[CH:8]=1. The yield is 0.930.